Dataset: Full USPTO retrosynthesis dataset with 1.9M reactions from patents (1976-2016). Task: Predict the reactants needed to synthesize the given product. (1) Given the product [C:2]([N:6]1[C:18]([CH3:19])=[C:12]([C:13]([O:15][CH2:16][CH3:17])=[O:14])[CH:11]=[N:7]1)([CH3:5])([CH3:4])[CH3:3], predict the reactants needed to synthesize it. The reactants are: Cl.[C:2]([NH:6][NH2:7])([CH3:5])([CH3:4])[CH3:3].CN([CH:11]=[C:12]([C:18](=O)[CH3:19])[C:13]([O:15][CH2:16][CH3:17])=[O:14])C. (2) Given the product [CH3:22][C:23]1[O:18][C:17]([C:16]2[CH:15]=[CH:14][N:13]=[C:12]3[NH:21][C:9]([CH2:8][CH2:7][C:1]4[CH:6]=[CH:5][CH:4]=[CH:3][CH:2]=4)=[CH:10][C:11]=23)=[N:19][N:20]=1, predict the reactants needed to synthesize it. The reactants are: [C:1]1([CH2:7][CH2:8][C:9]2[NH:21][C:12]3[N:13]=[CH:14][CH:15]=[C:16]([C:17]([NH:19][NH2:20])=[O:18])[C:11]=3[CH:10]=2)[CH:6]=[CH:5][CH:4]=[CH:3][CH:2]=1.[C:22]([O-])([O-])(OCC)[CH3:23].